Dataset: Full USPTO retrosynthesis dataset with 1.9M reactions from patents (1976-2016). Task: Predict the reactants needed to synthesize the given product. (1) Given the product [F:34][C:31]1[CH:32]=[CH:33][C:28]([C:22]2[C:23]([C:24]([NH:26][CH3:27])=[O:25])=[C:11]3[CH:10]=[C:9]([OH:8])[C:14]([N:15]([CH3:20])[S:16]([CH3:19])(=[O:18])=[O:17])=[CH:13][N:12]3[N:21]=2)=[CH:29][CH:30]=1, predict the reactants needed to synthesize it. The reactants are: C([O:8][C:9]1[C:14]([N:15]([CH3:20])[S:16]([CH3:19])(=[O:18])=[O:17])=[CH:13][N:12]2[N:21]=[C:22]([C:28]3[CH:33]=[CH:32][C:31]([F:34])=[CH:30][CH:29]=3)[C:23]([C:24]([NH:26][CH3:27])=[O:25])=[C:11]2[CH:10]=1)C1C=CC=CC=1. (2) Given the product [C:11]([O:10][C:8]([N:5]1[CH2:6][CH2:7][C@H:2]([CH3:1])[C@H:3]([C:15]2[N:19]3[C:20]4[CH:26]=[CH:25][N:24]([S:27]([C:30]5[CH:36]=[CH:35][C:33]([CH3:34])=[CH:32][CH:31]=5)(=[O:28])=[O:29])[C:21]=4[N:22]=[CH:23][C:18]3=[CH:17][N:16]=2)[CH2:4]1)=[O:9])([CH3:14])([CH3:13])[CH3:12], predict the reactants needed to synthesize it. The reactants are: [CH3:1][C@H:2]1[CH2:7][CH2:6][N:5]([C:8]([O:10][C:11]([CH3:14])([CH3:13])[CH3:12])=[O:9])[CH2:4][C@H:3]1[C:15](=S)[NH:16][CH2:17][C:18]1[N:19]=[C:20]2[CH:26]=[CH:25][N:24]([S:27]([C:30]3[CH:36]=[CH:35][C:33]([CH3:34])=[CH:32][CH:31]=3)(=[O:29])=[O:28])[C:21]2=[N:22][CH:23]=1. (3) Given the product [CH3:52][C:53]1[CH:58]=[CH:57][N:56]=[C:55]([NH:59][C:25](=[O:27])[CH2:24][C:21]2[CH:20]=[CH:19][C:18]([NH:17][C:15]([C:10]3[C:9]([C:6]4[CH:7]=[CH:8][C:3]([C:2]([F:28])([F:1])[F:29])=[CH:4][CH:5]=4)=[CH:14][CH:13]=[CH:12][CH:11]=3)=[O:16])=[CH:23][CH:22]=2)[CH:54]=1, predict the reactants needed to synthesize it. The reactants are: [F:1][C:2]([F:29])([F:28])[C:3]1[CH:8]=[CH:7][C:6]([C:9]2[CH:14]=[CH:13][CH:12]=[CH:11][C:10]=2[C:15]([NH:17][C:18]2[CH:23]=[CH:22][C:21]([CH2:24][C:25]([OH:27])=O)=[CH:20][CH:19]=2)=[O:16])=[CH:5][CH:4]=1.C1C=CC2N(O)N=NC=2C=1.CCN=C=NCCCN(C)C.Cl.[CH3:52][C:53]1[CH:58]=[CH:57][N:56]=[C:55]([NH2:59])[CH:54]=1. (4) Given the product [CH2:1]([N:4]1[C:5]2[CH:12]=[CH:11][C:8]([C:9]#[N:10])=[CH:7][C:6]=2[NH:13][C:15]1=[O:17])[CH:2]=[CH2:3], predict the reactants needed to synthesize it. The reactants are: [CH2:1]([NH:4][C:5]1[CH:12]=[CH:11][C:8]([C:9]#[N:10])=[CH:7][C:6]=1[NH2:13])[CH:2]=[CH2:3].Cl[C:15](Cl)([O:17]C(=O)OC(Cl)(Cl)Cl)Cl.C(N(CC)CC)C. (5) Given the product [Cl:1][C:2]1[CH:7]=[CH:6][C:5]([CH:8]([OH:40])[CH2:9][CH:10]([C:33]2[CH:34]=[CH:35][C:36]([F:39])=[CH:37][CH:38]=2)[C:11]([NH:13][C@H:14]2[N:20]=[C:19]([C:21]3[CH:26]=[CH:25][CH:24]=[CH:23][CH:22]=3)[C:18]3[CH:27]=[CH:28][CH:29]=[CH:30][C:17]=3[N:16]([CH3:31])[C:15]2=[O:32])=[O:12])=[CH:4][CH:3]=1, predict the reactants needed to synthesize it. The reactants are: [Cl:1][C:2]1[CH:7]=[CH:6][C:5]([C:8](=[O:40])[CH2:9][CH:10]([C:33]2[CH:38]=[CH:37][C:36]([F:39])=[CH:35][CH:34]=2)[C:11]([NH:13][C@H:14]2[N:20]=[C:19]([C:21]3[CH:26]=[CH:25][CH:24]=[CH:23][CH:22]=3)[C:18]3[CH:27]=[CH:28][CH:29]=[CH:30][C:17]=3[N:16]([CH3:31])[C:15]2=[O:32])=[O:12])=[CH:4][CH:3]=1.[BH4-].[Na+]. (6) Given the product [C:14]([C:18]1[CH:22]=[C:21]([NH:23][C:7]([C@@H:5]2[CH2:4][CH2:3][C:2](=[O:1])[NH:6]2)=[O:9])[O:20][N:19]=1)([CH3:17])([CH3:16])[CH3:15], predict the reactants needed to synthesize it. The reactants are: [O:1]=[C:2]1[NH:6][C@H:5]([C:7]([OH:9])=O)[CH2:4][CH2:3]1.S(Cl)(Cl)=O.[C:14]([C:18]1[CH:22]=[C:21]([NH2:23])[O:20][N:19]=1)([CH3:17])([CH3:16])[CH3:15].C(NC(C)C)(C)C. (7) Given the product [CH3:43][C:44]1[CH:49]=[CH:48][C:47]([C:2]2([C:35]([CH:37]3[CH2:42][CH2:41][CH2:40][CH2:39][O:38]3)=[O:36])[C:10]3[C:5](=[CH:6][CH:7]=[C:8]([C:11]4[N:15]=[CH:14][N:13]([C:16]5[CH:23]=[CH:24][C:25]([CH3:26])=[C:22]([CH3:21])[C:17]=5[CH3:18])[N:12]=4)[CH:9]=3)[NH:4][NH:3]2)=[CH:46][CH:45]=1, predict the reactants needed to synthesize it. The reactants are: Br[C:2]1([C:35]([CH:37]2[CH2:42][CH2:41][CH2:40][CH2:39][O:38]2)=[O:36])[C:10]2[C:5](=[CH:6][CH:7]=[C:8]([C:11]3[N:15]=[CH:14][N:13]([C:16](C4C=CC=CC=4)([C:23]4C=C[CH:26]=[CH:25][CH:24]=4)[C:17]4[CH:22]=[CH:21]C=C[CH:18]=4)[N:12]=3)[CH:9]=2)[NH:4][NH:3]1.[CH3:43][C:44]1[CH:49]=[CH:48][C:47](B(O)O)=[CH:46][CH:45]=1.ClCCl.P([O-])([O-])([O-])=O.[K+].[K+].[K+].